From a dataset of Full USPTO retrosynthesis dataset with 1.9M reactions from patents (1976-2016). Predict the reactants needed to synthesize the given product. (1) Given the product [CH2:6]([O:10][CH:12]1[CH2:13][CH2:14][CH2:15][CH2:16][O:11]1)[CH2:7][CH:8]=[CH2:9], predict the reactants needed to synthesize it. The reactants are: P(Cl)(Cl)(Cl)=O.[CH2:6]([OH:10])[C:7]#[C:8][CH3:9].[O:11]1[CH:16]=[CH:15][CH2:14][CH2:13][CH2:12]1. (2) Given the product [N+:6]([C:9]1[CH:10]=[CH:11][C:12]2[N:13]([CH:22]([CH3:24])[CH3:23])[C:14]3[C:19]([C:20]=2[C:21]=1[CH:1]([CH3:3])[CH3:2])=[CH:18][CH:17]=[CH:16][CH:15]=3)([O-:8])=[O:7], predict the reactants needed to synthesize it. The reactants are: [CH:1]([Mg]Cl)([CH3:3])[CH3:2].[N+:6]([C:9]1[CH:10]=[CH:11][C:12]2[N:13]([CH:22]([CH3:24])[CH3:23])[C:14]3[C:19]([C:20]=2[CH:21]=1)=[CH:18][CH:17]=[CH:16][CH:15]=3)([O-:8])=[O:7].C(C1C(=O)C(Cl)=C(Cl)C(=O)C=1C#N)#N.